Task: Predict the reaction yield, written as a fraction of the theoretical maximum amount of product (1.0 means a 100% yield; for example, 0.34 means a 34% yield).. Dataset: Reaction yield outcomes from USPTO patents with 853,638 reactions (1) The reactants are CN1CCOCC1.[CH2:8]([O:15][C:16](=[O:31])[CH:17]([NH:23][C:24]([O:26][C:27]([CH3:30])([CH3:29])[CH3:28])=[O:25])[CH2:18][CH2:19][C:20]([OH:22])=O)[C:9]1[CH:14]=[CH:13][CH:12]=[CH:11][CH:10]=1.CN([C:35]([O:39][N:40]1N=NC2C=CC=N[C:41]1=2)=[N+](C)C)C.F[P-](F)(F)(F)(F)F.Cl.CNOC. The catalyst is CN(C)C=O. The product is [CH2:8]([O:15][C:16](=[O:31])[CH:17]([NH:23][C:24]([O:26][C:27]([CH3:30])([CH3:29])[CH3:28])=[O:25])[CH2:18][CH2:19][C:20](=[O:22])[N:40]([O:39][CH3:35])[CH3:41])[C:9]1[CH:10]=[CH:11][CH:12]=[CH:13][CH:14]=1. The yield is 0.990. (2) The reactants are [Br:1][C:2]1[CH:3]=[C:4]2[C:9](=[C:10]([CH3:12])[CH:11]=1)[N:8]=[CH:7][C:6](C(O)=O)=[C:5]2[OH:16]. The catalyst is C1C=CC(C2C=CC=CC=2)=CC=1.C1C=CC(OC2C=CC=CC=2)=CC=1. The product is [Br:1][C:2]1[CH:3]=[C:4]2[C:9](=[C:10]([CH3:12])[CH:11]=1)[N:8]=[CH:7][CH:6]=[C:5]2[OH:16]. The yield is 0.950. (3) The reactants are [H-].[Na+].[C:3]([C:6]1[CH:19]=[CH:18][CH:17]=[CH:16][C:7]=1[O:8][C:9]1[CH:14]=[N:13][NH:12][C:11](=[O:15])[CH:10]=1)(=[O:5])[CH3:4].CN(C)C=O.[CH3:25][O:26][C:27](=[O:36])[CH:28](Br)[CH2:29][CH:30]1[CH2:34][CH2:33][CH2:32][CH2:31]1. The catalyst is O1CCCC1. The product is [CH3:25][O:26][C:27](=[O:36])[CH:28]([N:12]1[C:11](=[O:15])[CH:10]=[C:9]([O:8][C:7]2[CH:16]=[CH:17][CH:18]=[CH:19][C:6]=2[C:3](=[O:5])[CH3:4])[CH:14]=[N:13]1)[CH2:29][CH:30]1[CH2:31][CH2:32][CH2:33][CH2:34]1. The yield is 0.860. (4) The reactants are C(C1C(=O)C(Cl)=C(Cl)C(=O)C=1C#N)#N.[CH2:15]([O:22][C:23](=[O:79])[N:24]([CH2:72][C:73]1[CH:78]=[CH:77][CH:76]=[CH:75][CH:74]=1)[CH2:25][CH2:26][CH2:27][CH2:28][CH2:29][O:30][C@H:31]1[C@H:36]([O:37][CH2:38][C:39]2[CH:44]=[CH:43][CH:42]=[CH:41][CH:40]=2)[C@@H:35]([O:45]CC2C=CC(OC)=CC=2)[C@@H:34]([O:55][CH2:56][C:57]2[CH:62]=[CH:61][CH:60]=[CH:59][CH:58]=2)[C@@H:33]([CH2:63][O:64][CH2:65][C:66]2[CH:71]=[CH:70][CH:69]=[CH:68][CH:67]=2)[O:32]1)[C:16]1[CH:21]=[CH:20][CH:19]=[CH:18][CH:17]=1. The catalyst is C(Cl)Cl.O.C(Cl)Cl. The product is [CH2:15]([O:22][C:23](=[O:79])[N:24]([CH2:72][C:73]1[CH:78]=[CH:77][CH:76]=[CH:75][CH:74]=1)[CH2:25][CH2:26][CH2:27][CH2:28][CH2:29][O:30][C@H:31]1[C@H:36]([O:37][CH2:38][C:39]2[CH:44]=[CH:43][CH:42]=[CH:41][CH:40]=2)[C@@H:35]([OH:45])[C@@H:34]([O:55][CH2:56][C:57]2[CH:58]=[CH:59][CH:60]=[CH:61][CH:62]=2)[C@@H:33]([CH2:63][O:64][CH2:65][C:66]2[CH:71]=[CH:70][CH:69]=[CH:68][CH:67]=2)[O:32]1)[C:16]1[CH:21]=[CH:20][CH:19]=[CH:18][CH:17]=1. The yield is 0.900. (5) The reactants are [CH3:1][C:2]1[CH:3]=[C:4]([OH:9])[CH:5]=[C:6]([CH3:8])[CH:7]=1.[H-].[Na+].Cl[C:13]1[CH:18]=[CH:17][C:16]([N+:19]([O-:21])=[O:20])=[CH:15][C:14]=1[S:22]([N:25]1[CH2:30][CH2:29][N:28]([C:31]([O:33][C:34]([CH3:37])([CH3:36])[CH3:35])=[O:32])[CH2:27][CH2:26]1)(=[O:24])=[O:23]. The catalyst is CN(C=O)C. The product is [CH3:1][C:2]1[CH:3]=[C:4]([CH:5]=[C:6]([CH3:8])[CH:7]=1)[O:9][C:13]1[CH:18]=[CH:17][C:16]([N+:19]([O-:21])=[O:20])=[CH:15][C:14]=1[S:22]([N:25]1[CH2:30][CH2:29][N:28]([C:31]([O:33][C:34]([CH3:37])([CH3:36])[CH3:35])=[O:32])[CH2:27][CH2:26]1)(=[O:24])=[O:23]. The yield is 0.982.